Dataset: Full USPTO retrosynthesis dataset with 1.9M reactions from patents (1976-2016). Task: Predict the reactants needed to synthesize the given product. (1) Given the product [NH2:1][C:2]1[CH2:8][C:7]([C:9]([O:11][CH2:12][CH3:13])=[O:10])=[CH:6][C:5]2[CH:14]=[C:15]([C:25]3[CH:24]=[CH:23][C:22]([N:35]4[CH2:39][CH2:38][O:37][C:36]4=[O:40])=[CH:21][C:20]=3[Cl:19])[CH:16]=[CH:17][C:4]=2[N:3]=1, predict the reactants needed to synthesize it. The reactants are: [NH2:1][C:2]1[CH2:8][C:7]([C:9]([O:11][CH2:12][CH3:13])=[O:10])=[CH:6][C:5]2[CH:14]=[C:15](Br)[CH:16]=[CH:17][C:4]=2[N:3]=1.[Cl:19][C:20]1[CH:21]=[C:22]([N:35]2[CH2:39][CH2:38][O:37][C:36]2=[O:40])[CH:23]=[CH:24][C:25]=1B1OC(C)(C)C(C)(C)O1.C(=O)([O-])[O-].[Cs+].[Cs+]. (2) Given the product [Cl:1][C:2]1[CH:3]=[C:4]([CH:26]=[CH:27][C:28]=1[Cl:29])[CH2:5][N+:6]([CH2:7][CH2:8][CH2:9][NH:10][C:11](=[O:24])[CH2:12][S:13][C:14]1[N:18]([CH3:19])[C:17]2[CH:20]=[CH:21][CH:22]=[CH:23][C:16]=2[N:15]=1)([CH3:25])[O-:34], predict the reactants needed to synthesize it. The reactants are: [Cl:1][C:2]1[CH:3]=[C:4]([CH:26]=[CH:27][C:28]=1[Cl:29])[CH2:5][N:6]([CH3:25])[CH2:7][CH2:8][CH2:9][NH:10][C:11](=[O:24])[CH2:12][S:13][C:14]1[N:18]([CH3:19])[C:17]2[CH:20]=[CH:21][CH:22]=[CH:23][C:16]=2[N:15]=1.ClCCl.C(=O)([O-])[O-:34].[K+].[K+]. (3) Given the product [Br:25][C:5]1[C:6](=[O:7])[C:2]([CH3:17])([CH3:1])[O:3][C:4]=1[C:8]1[CH:9]=[CH:10][C:11]([N+:14]([O-:16])=[O:15])=[CH:12][CH:13]=1, predict the reactants needed to synthesize it. The reactants are: [CH3:1][C:2]1([CH3:17])[C:6](=[O:7])[CH:5]=[C:4]([C:8]2[CH:13]=[CH:12][C:11]([N+:14]([O-:16])=[O:15])=[CH:10][CH:9]=2)[O:3]1.C1C(=O)N([Br:25])C(=O)C1. (4) Given the product [OH:22][CH:21]([C:18]1[CH:19]=[CH:20][C:15]([CH3:23])=[CH:16][CH:17]=1)[C:2]#[C:1][C:3]1([OH:9])[CH2:8][CH2:7][CH2:6][CH2:5][CH2:4]1, predict the reactants needed to synthesize it. The reactants are: [C:1]([C:3]1([OH:9])[CH2:8][CH2:7][CH2:6][CH2:5][CH2:4]1)#[CH:2].C([Li])CCC.[C:15]1([CH3:23])[CH:20]=[CH:19][C:18]([CH:21]=[O:22])=[CH:17][CH:16]=1. (5) Given the product [Cl:1][C:2]1[C:3]([C:20]2[CH:21]=[N:22][CH:23]=[C:24]([C:25]#[N:26])[CH:27]=2)=[CH:4][C:5]([CH3:9])=[C:6]2[C:8]=1[C:3]([CH3:2])=[CH:4][C:5]([CH3:9])([CH3:6])[NH:7]2, predict the reactants needed to synthesize it. The reactants are: [Cl:1][C:2]1[C:3](B2OC(C)(C)C(C)(C)O2)=[CH:4][C:5]([CH3:9])=[C:6]([CH:8]=1)[NH2:7].Br[C:20]1[CH:21]=[N:22][CH:23]=[C:24]([CH:27]=1)[C:25]#[N:26]. (6) Given the product [CH2:1]([O:82][C:81](=[O:83])[NH:80][CH2:84][CH2:85][NH:86][C:48](=[O:50])[C@@H:47]([NH:51][C:52]([O:54][C:55]([CH3:58])([CH3:57])[CH3:56])=[O:53])[CH2:46][CH2:45][NH:44][C:42]([O:41][CH2:34][C:35]1[CH:36]=[CH:37][CH:38]=[CH:39][CH:40]=1)=[O:43])[C:66]1[CH:67]=[CH:68][CH:69]=[CH:70][CH:71]=1, predict the reactants needed to synthesize it. The reactants are: [CH3:1]N(C(ON1N=NC2C=CC=NC1=2)=[N+](C)C)C.F[P-](F)(F)(F)(F)F.C(N(CC)C(C)C)(C)C.[CH2:34]([O:41][C:42]([NH:44][CH2:45][CH2:46][C@H:47]([NH:51][C:52]([O:54][C:55]([CH3:58])([CH3:57])[CH3:56])=[O:53])[C:48]([OH:50])=O)=[O:43])[C:35]1[CH:40]=[CH:39][CH:38]=[CH:37][CH:36]=1.C1(N[CH:66]2[CH2:71][CH2:70][CH2:69][CH2:68][CH2:67]2)CCCCC1.Cl.C([N:80]([CH2:84][CH2:85][NH2:86])[C:81](=[O:83])[OH:82])C1C=CC=CC=1. (7) The reactants are: [K].[CH3:2][O:3][CH2:4][C:5]([CH:7]1[CH2:11][CH2:10][N:9]([C:12]([O:14][CH2:15][C:16]2[CH:21]=[CH:20][CH:19]=[CH:18][CH:17]=2)=[O:13])[C:8]1=[O:22])=O.Cl.O.C1(C)C=CC(S(O)(=O)=O)=CC=1.[Br:36][C:37]1[CH:43]=[CH:42][C:40]([NH2:41])=[CH:39][CH:38]=1.C(=O)(O)[O-].[Na+]. Given the product [Br:36][C:37]1[CH:43]=[CH:42][C:40]([NH:41][C:5](=[C:7]2[CH2:11][CH2:10][N:9]([C:12]([O:14][CH2:15][C:16]3[CH:21]=[CH:20][CH:19]=[CH:18][CH:17]=3)=[O:13])[C:8]2=[O:22])[CH2:4][O:3][CH3:2])=[CH:39][CH:38]=1, predict the reactants needed to synthesize it. (8) Given the product [Br:9][C:10]1[CH:11]=[C:12]2[C:17](=[CH:18][CH:19]=1)[C:16]([O:4][CH2:3][C:2]([F:6])([F:5])[F:1])=[N:15][N:14]=[CH:13]2, predict the reactants needed to synthesize it. The reactants are: [F:1][C:2]([F:6])([F:5])[CH2:3][OH:4].[H-].[Na+].[Br:9][C:10]1[CH:11]=[C:12]2[C:17](=[CH:18][CH:19]=1)[C:16](Cl)=[N:15][N:14]=[CH:13]2.[NH4+].[Cl-].